From a dataset of Catalyst prediction with 721,799 reactions and 888 catalyst types from USPTO. Predict which catalyst facilitates the given reaction. (1) Reactant: CS([C:5]1[N:9]=[C:8]([N:10]2[CH2:15][CH:14]([CH3:16])[CH2:13][CH:12]([CH3:17])[CH2:11]2)[S:7][N:6]=1)(=O)=O.[CH2:18]([OH:21])[C:19]#[CH:20].[H-].[Na+].O. Product: [CH2:18]([O:21][C:5]1[N:9]=[C:8]([N:10]2[CH2:15][CH:14]([CH3:16])[CH2:13][CH:12]([CH3:17])[CH2:11]2)[S:7][N:6]=1)[C:19]#[CH:20]. The catalyst class is: 9. (2) Reactant: [F:1][C:2]1[C:9]([F:10])=[CH:8][CH:7]=[C:6]([OH:11])[C:3]=1[CH:4]=[O:5].Br[CH2:13][C:14]1[CH:19]=[CH:18][CH:17]=[CH:16][CH:15]=1.C(=O)([O-])[O-].[K+].[K+]. Product: [CH2:13]([O:11][C:6]1[C:3]([CH:4]=[O:5])=[C:2]([F:1])[C:9]([F:10])=[CH:8][CH:7]=1)[C:14]1[CH:19]=[CH:18][CH:17]=[CH:16][CH:15]=1. The catalyst class is: 9. (3) Reactant: [NH2:1][C:2]1[N:10]=[CH:9][CH:8]=[CH:7][C:3]=1[C:4]([OH:6])=O.ON1C2C=CC=CC=2N=N1.CCN=C=NCCCN(C)C.[CH2:32]([O:36][C:37]1[CH:38]=[C:39]([CH:49]=[CH:50][CH:51]=1)[O:40][C:41]1[CH:48]=[CH:47][C:44]([CH2:45][NH2:46])=[CH:43][CH:42]=1)[CH2:33][CH2:34][CH3:35].C(=O)(O)[O-].[Na+]. Product: [CH2:32]([O:36][C:37]1[CH:38]=[C:39]([CH:49]=[CH:50][CH:51]=1)[O:40][C:41]1[CH:42]=[CH:43][C:44]([CH2:45][NH:46][C:4](=[O:6])[C:3]2[CH:7]=[CH:8][CH:9]=[N:10][C:2]=2[NH2:1])=[CH:47][CH:48]=1)[CH2:33][CH2:34][CH3:35]. The catalyst class is: 3. (4) Reactant: [F:1][CH2:2][CH2:3][OH:4].[C:5]1([CH3:15])[CH:10]=[CH:9][C:8]([S:11](O)(=[O:13])=[O:12])=[CH:7][CH:6]=1. Product: [F:1][CH2:2][CH2:3][O:4][S:11]([C:8]1[CH:9]=[CH:10][C:5]([CH3:15])=[CH:6][CH:7]=1)(=[O:13])=[O:12]. The catalyst class is: 17. (5) Reactant: Cl.[NH2:2][C:3]1[CH:8]=[C:7]([CH2:9]Cl)[CH:6]=[CH:5][C:4]=1[C:11](=[O:13])[CH3:12].[CH3:14][NH:15][CH3:16]. Product: [NH2:2][C:3]1[CH:8]=[C:7]([CH2:9][N:15]([CH3:16])[CH3:14])[CH:6]=[CH:5][C:4]=1[C:11](=[O:13])[CH3:12]. The catalyst class is: 22. (6) The catalyst class is: 4. Reactant: [Cl:1][C:2]1[C:3]2[N:4]([C:8]([C:14]3[CH:15]=[C:16]([CH:46]=[CH:47][CH:48]=3)[O:17][C:18]3[CH:19]=[C:20]([S:24]([N:27](CC4C=CC(OC)=CC=4)CC4C=CC(OC)=CC=4)(=[O:26])=[O:25])[CH:21]=[CH:22][CH:23]=3)=[C:9]([CH:11]([CH3:13])[CH3:12])[N:10]=2)[CH:5]=[CH:6][CH:7]=1.FC(F)(F)C(O)=O. Product: [Cl:1][C:2]1[C:3]2[N:4]([C:8]([C:14]3[CH:15]=[C:16]([CH:46]=[CH:47][CH:48]=3)[O:17][C:18]3[CH:19]=[C:20]([S:24]([NH2:27])(=[O:25])=[O:26])[CH:21]=[CH:22][CH:23]=3)=[C:9]([CH:11]([CH3:12])[CH3:13])[N:10]=2)[CH:5]=[CH:6][CH:7]=1. (7) Reactant: [NH2:1][C:2]1[N:7]=[CH:6][N:5]=[C:4]2[N:8]([CH2:12][C:13]3[O:14][C:15]4[C:20]([C:21](=[O:29])[C:22]=3[C:23]3[CH:28]=[CH:27][CH:26]=[CH:25][CH:24]=3)=[CH:19][CH:18]=[CH:17][CH:16]=4)[N:9]=[C:10](I)[C:3]=12.[NH:30]1[C:38]2[CH:37]=[CH:36][CH:35]=[C:34](B3OC(C)(C)C(C)(C)O3)[C:33]=2[CH:32]=[N:31]1.C(=O)([O-])[O-].[Na+].[Na+].ClCCl. Product: [NH2:1][C:2]1[N:7]=[CH:6][N:5]=[C:4]2[N:8]([CH2:12][C:13]3[O:14][C:15]4[C:20]([C:21](=[O:29])[C:22]=3[C:23]3[CH:28]=[CH:27][CH:26]=[CH:25][CH:24]=3)=[CH:19][CH:18]=[CH:17][CH:16]=4)[N:9]=[C:10]([C:34]3[CH:35]=[CH:36][CH:37]=[C:38]4[C:33]=3[CH:32]=[N:31][NH:30]4)[C:3]=12. The catalyst class is: 615. (8) Reactant: [CH2:1]([C@@:5]1([CH2:32][CH3:33])[NH:11][C@H:10]([C:12]2[CH:17]=[CH:16][CH:15]=[CH:14][CH:13]=2)[C:9]2[CH:18]=[C:19]([O:28][CH3:29])[C:20]([CH2:22][NH:23][C:24](=[O:27])[CH2:25]Cl)=[CH:21][C:8]=2[S:7](=[O:31])(=[O:30])[CH2:6]1)[CH2:2][CH2:3][CH3:4].C(O)C.O.[S:38]([O-:41])([O-:40])=[O:39].[Na+].[Na+]. Product: [CH2:1]([C@@:5]1([CH2:32][CH3:33])[NH:11][C@H:10]([C:12]2[CH:17]=[CH:16][CH:15]=[CH:14][CH:13]=2)[C:9]2[CH:18]=[C:19]([O:28][CH3:29])[C:20]([CH2:22][NH:23][C:24](=[O:27])[CH2:25][S:38]([OH:41])(=[O:40])=[O:39])=[CH:21][C:8]=2[S:7](=[O:31])(=[O:30])[CH2:6]1)[CH2:2][CH2:3][CH3:4]. The catalyst class is: 15.